This data is from Full USPTO retrosynthesis dataset with 1.9M reactions from patents (1976-2016). The task is: Predict the reactants needed to synthesize the given product. (1) Given the product [F:8][C:6]1([F:9])[CH2:5][CH:4]([NH:10][C:11](=[O:23])[C:12]2[CH:17]=[CH:16][CH:15]=[CH:14][C:13]=2[N:18]2[N:19]=[CH:20][CH:21]=[N:22]2)[CH:3]([NH:2][C:25]2[CH:30]=[N:29][C:28]([C:31]([F:34])([F:33])[F:32])=[CH:27][N:26]=2)[CH2:7]1, predict the reactants needed to synthesize it. The reactants are: Cl.[NH2:2][CH:3]1[CH2:7][C:6]([F:9])([F:8])[CH2:5][CH:4]1[NH:10][C:11](=[O:23])[C:12]1[CH:17]=[CH:16][CH:15]=[CH:14][C:13]=1[N:18]1[N:22]=[CH:21][CH:20]=[N:19]1.Cl[C:25]1[CH:30]=[N:29][C:28]([C:31]([F:34])([F:33])[F:32])=[CH:27][N:26]=1.CCN(C(C)C)C(C)C. (2) Given the product [CH2:1]([O:3][C:4](=[O:16])[C:5]1[CH:10]=[C:9]([C:22]#[N:21])[C:8]([O:11][CH3:12])=[CH:7][C:6]=1[O:13][CH2:14][CH3:15])[CH3:2], predict the reactants needed to synthesize it. The reactants are: [CH2:1]([O:3][C:4](=[O:16])[C:5]1[CH:10]=[CH:9][C:8]([O:11][CH3:12])=[CH:7][C:6]=1[O:13][CH2:14][CH3:15])[CH3:2].ClS([N:21]=[C:22]=O)(=O)=O. (3) Given the product [Cl:14][C:11]1[CH:12]=[CH:13][C:8]([C:7]2[C:6]([C:15]3[CH:20]=[CH:19][C:18]([Cl:21])=[CH:17][CH:16]=3)=[CH:5][N:4]=[N:3][C:2]=2[NH:23][NH2:24])=[CH:9][CH:10]=1, predict the reactants needed to synthesize it. The reactants are: Cl[C:2]1[N:3]=[N:4][CH:5]=[C:6]([C:15]2[CH:20]=[CH:19][C:18]([Cl:21])=[CH:17][CH:16]=2)[C:7]=1[C:8]1[CH:13]=[CH:12][C:11]([Cl:14])=[CH:10][CH:9]=1.O.[NH2:23][NH2:24].O. (4) Given the product [CH2:62]([O:69][C:70](=[O:78])[CH2:71][C@@H:72]([NH:77][C:33](=[O:34])[CH2:32][CH2:31][CH2:30][CH2:29][CH2:28][CH2:27][CH2:26][CH2:25][O:24][C:23]1[CH:35]=[CH:36][CH:37]=[C:38]([F:39])[C:22]=1[F:21])[CH2:73][N:74]([CH3:75])[CH3:76])[C:63]1[CH:68]=[CH:67][CH:66]=[CH:65][CH:64]=1, predict the reactants needed to synthesize it. The reactants are: FC1C(F)=CC=CC=1O.BrCCCCCCCCCO.[F:21][C:22]1[C:38]([F:39])=[CH:37][CH:36]=[CH:35][C:23]=1[O:24][CH2:25][CH2:26][CH2:27][CH2:28][CH2:29][CH2:30][CH2:31][CH2:32][CH2:33][OH:34].FC1C(F)=CC=CC=1OCCCCCCCCC(O)=O.Cl.Cl.[CH2:62]([O:69][C:70](=[O:78])[CH2:71][C@@H:72]([NH2:77])[CH2:73][N:74]([CH3:76])[CH3:75])[C:63]1[CH:68]=[CH:67][CH:66]=[CH:65][CH:64]=1. (5) Given the product [CH3:3][CH:2]([CH2:4][C@H:5]([NH:36][C:37]([C@@H:39]([NH:43][C:44]([CH2:46][NH:47][C:48]([CH2:50][NH2:51])=[O:49])=[O:45])[CH:40]([CH3:41])[CH3:42])=[O:38])[C:6]([NH:8][C@H:9]([C:13]([NH:15][C@H:16]([C:22]([N:24]1[C@H:28]([C:29]([NH:31][CH2:32][C:33]([OH:35])=[O:34])=[O:30])[CH2:27][CH2:26][CH2:25]1)=[O:23])[CH2:17][CH2:18][C:19]([NH2:21])=[O:20])=[O:14])[CH:10]([CH3:11])[CH3:12])=[O:7])[CH3:1], predict the reactants needed to synthesize it. The reactants are: [CH3:1][CH:2]([CH2:4][C@H:5]([NH:36][C:37]([C@@H:39]([NH:43][C:44]([CH2:46][NH:47][C:48]([CH2:50][NH2:51])=[O:49])=[O:45])[CH:40]([CH3:42])[CH3:41])=[O:38])[C:6]([NH:8][C@H:9]([C:13]([NH:15][C@H:16]([C:22]([N:24]1[C@H:28]([C:29]([NH:31][CH2:32][C:33]([OH:35])=[O:34])=[O:30])[CH2:27][CH2:26][CH2:25]1)=[O:23])[CH2:17][CH2:18][C:19]([NH2:21])=[O:20])=[O:14])[CH:10]([CH3:12])[CH3:11])=[O:7])[CH3:3].CC(O)=O. (6) Given the product [CH3:14][Si:13]([CH3:15])([CH3:16])[C:10]1[CH:11]=[CH:12][C:2]([CH3:1])=[C:3]([OH:4])[CH:9]=1, predict the reactants needed to synthesize it. The reactants are: [CH3:1][C:2]1[CH:12]=[CH:11][C:10]([Si:13]([CH3:16])([CH3:15])[CH3:14])=[CH:9][C:3]=1[O:4][Si](C)(C)C.[F-].C([N+](CCCC)(CCCC)CCCC)CCC.O.